From a dataset of Reaction yield outcomes from USPTO patents with 853,638 reactions. Predict the reaction yield, written as a fraction of the theoretical maximum amount of product (1.0 means a 100% yield; for example, 0.34 means a 34% yield). The reactants are [CH2:1]([N:8]1[C:12]2[C:13](=[O:19])[N:14]([CH3:18])[CH:15]=[C:16](Br)[C:11]=2[CH:10]=[C:9]1[C:20]([O:22][CH2:23][CH3:24])=[O:21])[C:2]1[CH:7]=[CH:6][CH:5]=[CH:4][CH:3]=1.[B:25]1([B:25]2[O:29][C:28]([CH3:31])([CH3:30])[C:27]([CH3:33])([CH3:32])[O:26]2)[O:29][C:28]([CH3:31])([CH3:30])[C:27]([CH3:33])([CH3:32])[O:26]1.C([O-])(=O)C.[K+].C1(P(C2CCCCC2)C2C=CC=CC=2C2C(C(C)C)=CC(C(C)C)=CC=2C(C)C)CCCCC1. The catalyst is O1CCOCC1.C1C=CC(/C=C/C(/C=C/C2C=CC=CC=2)=O)=CC=1.C1C=CC(/C=C/C(/C=C/C2C=CC=CC=2)=O)=CC=1.C1C=CC(/C=C/C(/C=C/C2C=CC=CC=2)=O)=CC=1.[Pd].[Pd]. The product is [CH2:1]([N:8]1[C:12]2[C:13](=[O:19])[N:14]([CH3:18])[CH:15]=[C:16]([B:25]3[O:29][C:28]([CH3:31])([CH3:30])[C:27]([CH3:33])([CH3:32])[O:26]3)[C:11]=2[CH:10]=[C:9]1[C:20]([O:22][CH2:23][CH3:24])=[O:21])[C:2]1[CH:7]=[CH:6][CH:5]=[CH:4][CH:3]=1. The yield is 0.400.